From a dataset of Reaction yield outcomes from USPTO patents with 853,638 reactions. Predict the reaction yield, written as a fraction of the theoretical maximum amount of product (1.0 means a 100% yield; for example, 0.34 means a 34% yield). (1) The reactants are Cl.[CH2:2]([O:4][C:5](=[O:18])/[CH:6]=[CH:7]/[C:8]1[CH:17]=[CH:16][CH:15]=[C:14]2[C:9]=1[CH2:10][CH2:11][NH:12][CH2:13]2)[CH3:3].C([O-])([O-])=O.[K+].[K+].Br[CH2:26][CH2:27][O:28][CH3:29].O. The catalyst is CN(C=O)C. The product is [CH2:2]([O:4][C:5](=[O:18])/[CH:6]=[CH:7]/[C:8]1[CH:17]=[CH:16][CH:15]=[C:14]2[C:9]=1[CH2:10][CH2:11][N:12]([CH2:26][CH2:27][O:28][CH3:29])[CH2:13]2)[CH3:3]. The yield is 0.620. (2) The product is [C:1]([C:5]1[CH:6]=[C:7]([NH:17][C:18]([NH:20][C:21]2[CH:22]=[N:23][C:24]([N:27]3[CH2:28][CH2:29][N:30]([C:36](=[O:37])[CH2:35][CH:34]([CH3:33])[CH2:39][CH3:40])[CH2:31][CH2:32]3)=[CH:25][CH:26]=2)=[O:19])[N:8]([C:10]2[CH:15]=[CH:14][C:13]([CH3:16])=[CH:12][CH:11]=2)[N:9]=1)([CH3:4])([CH3:2])[CH3:3]. The catalyst is C(Cl)Cl.CN(C=O)C. The yield is 0.550. The reactants are [C:1]([C:5]1[CH:6]=[C:7]([NH:17][C:18]([NH:20][C:21]2[CH:22]=[N:23][C:24]([N:27]3[CH2:32][CH2:31][NH:30][CH2:29][CH2:28]3)=[CH:25][CH:26]=2)=[O:19])[N:8]([C:10]2[CH:15]=[CH:14][C:13]([CH3:16])=[CH:12][CH:11]=2)[N:9]=1)([CH3:4])([CH3:3])[CH3:2].[CH3:33][CH:34]([CH2:39][CH3:40])[CH2:35][C:36](O)=[O:37].O.ON1C2C=CC=CC=2N=N1.N=C=N. (3) The reactants are [H-].[Al+3].[Li+].[H-].[H-].[H-].CON(C)[C:10](=[O:26])[C:11]1[CH:22]=[C:21]([N+:23]([O-:25])=[O:24])[CH:20]=[C:13]([C:14](N(OC)C)=[O:15])[CH:12]=1.[OH-].[Na+].O. The catalyst is C1COCC1. The product is [N+:23]([C:21]1[CH:20]=[C:13]([CH:14]=[O:15])[CH:12]=[C:11]([CH:22]=1)[CH:10]=[O:26])([O-:25])=[O:24]. The yield is 0.450. (4) The reactants are [CH3:1][S:2](Cl)(=[O:4])=[O:3].CCN(CC)CC.[CH:13]([N:26]1[C:34]2[C:29](=[CH:30][C:31]([Cl:35])=[CH:32][CH:33]=2)[C:28]([CH2:36][CH2:37][S:38]([C:41]2[CH:46]=[CH:45][C:44]([C:47]3[CH:48]=[C:49]([CH:54]=[CH:55][CH:56]=3)[C:50]([O:52][CH3:53])=[O:51])=[CH:43][CH:42]=2)(=[O:40])=[O:39])=[C:27]1[CH2:57][CH2:58][OH:59])([C:20]1[CH:25]=[CH:24][CH:23]=[CH:22][CH:21]=1)[C:14]1[CH:19]=[CH:18][CH:17]=[CH:16][CH:15]=1.O. The catalyst is C(Cl)Cl. The product is [CH:13]([N:26]1[C:34]2[C:29](=[CH:30][C:31]([Cl:35])=[CH:32][CH:33]=2)[C:28]([CH2:36][CH2:37][S:38]([C:41]2[CH:46]=[CH:45][C:44]([C:47]3[CH:48]=[C:49]([CH:54]=[CH:55][CH:56]=3)[C:50]([O:52][CH3:53])=[O:51])=[CH:43][CH:42]=2)(=[O:40])=[O:39])=[C:27]1[CH2:57][CH2:58][O:59][S:2]([CH3:1])(=[O:4])=[O:3])([C:14]1[CH:15]=[CH:16][CH:17]=[CH:18][CH:19]=1)[C:20]1[CH:25]=[CH:24][CH:23]=[CH:22][CH:21]=1. The yield is 0.990. (5) The reactants are Br[C:2]1[CH:3]=[CH:4][C:5]([C:9]2[N:13]=[CH:12][N:11](C(OC(C)(C)C)=O)[N:10]=2)=[N:6][C:7]=1[CH3:8].[CH:21]([N:24]1[C:29]2=[N:30][C:31](B3OC(C)(C)C(C)(C)O3)=[CH:32][N:33]=[C:28]2[NH:27][CH2:26][C:25]1=[O:43])([CH3:23])[CH3:22].C(=O)([O-])[O-].[Na+].[Na+]. The catalyst is CC(N(C)C)=O.O.[Pd].C1(P(C2C=CC=CC=2)C2C=CC=CC=2)C=CC=CC=1.C1(P(C2C=CC=CC=2)C2C=CC=CC=2)C=CC=CC=1.C1(P(C2C=CC=CC=2)C2C=CC=CC=2)C=CC=CC=1.C1(P(C2C=CC=CC=2)C2C=CC=CC=2)C=CC=CC=1. The product is [CH:21]([N:24]1[C:29]2=[N:30][C:31]([C:2]3[C:7]([CH3:8])=[N:6][C:5]([C:9]4[NH:13][CH:12]=[N:11][N:10]=4)=[CH:4][CH:3]=3)=[CH:32][N:33]=[C:28]2[NH:27][CH2:26][C:25]1=[O:43])([CH3:23])[CH3:22]. The yield is 0.410. (6) The reactants are C([O-])([O-])=O.[Cs+].[Cs+].S([N:17]1[C:25]2[C:20](=[C:21]([CH2:26][N:27]3[C:32]4([CH2:37][CH2:36][NH:35][CH2:34][CH2:33]4)[CH2:31][CH2:30][CH2:29][C:28]3=[O:38])[CH:22]=[CH:23][CH:24]=2)[CH:19]=[CH:18]1)(C1C=CC(C)=CC=1)(=O)=O. The catalyst is CO. The product is [NH:17]1[C:25]2[C:20](=[C:21]([CH2:26][N:27]3[C:32]4([CH2:37][CH2:36][NH:35][CH2:34][CH2:33]4)[CH2:31][CH2:30][CH2:29][C:28]3=[O:38])[CH:22]=[CH:23][CH:24]=2)[CH:19]=[CH:18]1. The yield is 0.440.